Dataset: Reaction yield outcomes from USPTO patents with 853,638 reactions. Task: Predict the reaction yield, written as a fraction of the theoretical maximum amount of product (1.0 means a 100% yield; for example, 0.34 means a 34% yield). (1) The reactants are Br[C:2]1[C:10]2[C:9]([NH:11][C@H:12]([C:14]3[N:19]([C:20]4[CH:25]=[CH:24][CH:23]=[CH:22][CH:21]=4)[C:18](=[O:26])[C:17]4=[C:27]([CH3:30])[CH:28]=[CH:29][N:16]4[N:15]=3)[CH3:13])=[N:8][CH:7]=[N:6][C:5]=2[N:4]([CH2:31][O:32][CH2:33][CH2:34][Si:35]([CH3:38])([CH3:37])[CH3:36])[CH:3]=1.[CH3:39][C:40]1[CH:45]=[CH:44][C:43]([NH:46][S:47]([CH3:50])(=[O:49])=[O:48])=[CH:42][C:41]=1B1OC(C)(C)C(C)(C)O1.C(=O)([O-])[O-].[Na+].[Na+]. The catalyst is C1C=CC([P]([Pd]([P](C2C=CC=CC=2)(C2C=CC=CC=2)C2C=CC=CC=2)([P](C2C=CC=CC=2)(C2C=CC=CC=2)C2C=CC=CC=2)[P](C2C=CC=CC=2)(C2C=CC=CC=2)C2C=CC=CC=2)(C2C=CC=CC=2)C2C=CC=CC=2)=CC=1. The product is [CH3:39][C:40]1[CH:41]=[CH:42][C:43]([NH:46][S:47]([CH3:50])(=[O:49])=[O:48])=[CH:44][C:45]=1[C:2]1[C:10]2[C:9]([NH:11][C@H:12]([C:14]3[N:19]([C:20]4[CH:25]=[CH:24][CH:23]=[CH:22][CH:21]=4)[C:18](=[O:26])[C:17]4=[C:27]([CH3:30])[CH:28]=[CH:29][N:16]4[N:15]=3)[CH3:13])=[N:8][CH:7]=[N:6][C:5]=2[N:4]([CH2:31][O:32][CH2:33][CH2:34][Si:35]([CH3:38])([CH3:37])[CH3:36])[CH:3]=1. The yield is 0.350. (2) The reactants are [NH:1]([C:21]([O:23][C:24]([CH3:27])([CH3:26])[CH3:25])=[O:22])[C@H:2]([C:18](O)=[O:19])[CH2:3][C:4]1[CH:9]=[CH:8][C:7]([O:10][CH2:11][C:12]2[CH:17]=[CH:16][CH:15]=[CH:14][CH:13]=2)=[CH:6][CH:5]=1.[NH2:28][C@H:29]([C:34]([O:36][CH3:37])=[O:35])[CH2:30][CH:31]([CH3:33])[CH3:32].Cl.F[P-](F)(F)(F)(F)F.N1(O[P+](N(C)C)(N(C)C)N(C)C)C2C=CC=CC=2N=N1.C(N(C(C)C)CC)(C)C. The catalyst is CN(C)C=O. The product is [NH:1]([C:21]([O:23][C:24]([CH3:26])([CH3:27])[CH3:25])=[O:22])[C@H:2]([C:18]([NH:28][C@H:29]([C:34]([O:36][CH3:37])=[O:35])[CH2:30][CH:31]([CH3:33])[CH3:32])=[O:19])[CH2:3][C:4]1[CH:5]=[CH:6][C:7]([O:10][CH2:11][C:12]2[CH:17]=[CH:16][CH:15]=[CH:14][CH:13]=2)=[CH:8][CH:9]=1. The yield is 0.960. (3) The product is [CH3:1][O:2][C:3]1[CH:4]=[C:5]([C:11](=[O:13])/[CH:12]=[CH:31]/[C:29]2[NH:28][N:27]=[C:26]([C:18]3[CH:17]=[C:16]([O:15][CH3:14])[C:21]([O:22][CH3:23])=[C:20]([O:24][CH3:25])[CH:19]=3)[CH:30]=2)[CH:6]=[CH:7][C:8]=1[O:9][CH3:10]. The reactants are [CH3:1][O:2][C:3]1[CH:4]=[C:5]([C:11](=[O:13])[CH3:12])[CH:6]=[CH:7][C:8]=1[O:9][CH3:10].[CH3:14][O:15][C:16]1[CH:17]=[C:18]([C:26]2[CH:30]=[C:29]([CH:31]=O)[NH:28][N:27]=2)[CH:19]=[C:20]([O:24][CH3:25])[C:21]=1[O:22][CH3:23].[OH-].[Na+]. The yield is 0.529. The catalyst is C(O)C.C(OCC)(=O)C.CCCCCC. (4) The reactants are [CH3:1][O:2][C:3]([C:5]1[CH:10]=[C:9](Cl)[N:8]=[C:7]([Cl:12])[N:6]=1)=[O:4].C(N(CC)CC)C.[CH3:20][O:21][CH2:22][CH2:23][N:24]1[CH2:29][CH2:28][NH:27][CH2:26][CH2:25]1. The catalyst is C(Cl)Cl.O. The product is [CH3:1][O:2][C:3]([C:5]1[CH:10]=[C:9]([N:27]2[CH2:28][CH2:29][N:24]([CH2:23][CH2:22][O:21][CH3:20])[CH2:25][CH2:26]2)[N:8]=[C:7]([Cl:12])[N:6]=1)=[O:4]. The yield is 0.990. (5) The reactants are [F:1][C:2]1[CH:25]=[C:24]([N+:26]([O-:28])=[O:27])[CH:23]=[CH:22][C:3]=1[O:4][C:5]1[CH:10]=[CH:9][N:8]=[C:7]2[CH:11]=[C:12]([C:14]3[CH:21]=[CH:20][C:17]([CH:18]=O)=[CH:16][N:15]=3)[S:13][C:6]=12.[CH3:29][O:30][CH2:31][CH2:32][O:33][CH2:34][CH2:35][NH2:36].C(O)(=O)C.C(O[BH-](OC(=O)C)OC(=O)C)(=O)C.[Na+]. The catalyst is ClCCl. The product is [F:1][C:2]1[CH:25]=[C:24]([N+:26]([O-:28])=[O:27])[CH:23]=[CH:22][C:3]=1[O:4][C:5]1[CH:10]=[CH:9][N:8]=[C:7]2[CH:11]=[C:12]([C:14]3[N:15]=[CH:16][C:17]([CH2:18][NH:36][CH2:35][CH2:34][O:33][CH2:32][CH2:31][O:30][CH3:29])=[CH:20][CH:21]=3)[S:13][C:6]=12. The yield is 0.440. (6) The product is [C:22]([C:21]1[CH:24]=[C:17]([C:15]2[S:16][C:12]([C:7]3[CH:8]=[CH:9][CH:10]=[C:11]4[C:6]=3[CH2:5][CH2:4][C@@H:3]4[NH:2][S:32]([CH:31]=[CH2:30])(=[O:34])=[O:33])=[N:13][N:14]=2)[CH:18]=[CH:19][C:20]=1[O:25][CH:26]([CH3:28])[CH3:27])#[N:23]. The yield is 0.660. The catalyst is C(Cl)Cl. The reactants are Cl.[NH2:2][C@@H:3]1[C:11]2[C:6](=[C:7]([C:12]3[S:16][C:15]([C:17]4[CH:18]=[CH:19][C:20]([O:25][CH:26]([CH3:28])[CH3:27])=[C:21]([CH:24]=4)[C:22]#[N:23])=[N:14][N:13]=3)[CH:8]=[CH:9][CH:10]=2)[CH2:5][CH2:4]1.Cl[CH2:30][CH2:31][S:32](Cl)(=[O:34])=[O:33]. (7) The product is [Cl:1][C:2]1[CH:7]=[C:6]([O:8][C:9]2[C:18]3[C:13](=[CH:14][C:15]([O:21][CH2:36][CH2:37][CH2:38][OH:39])=[C:16]([O:19][CH3:20])[CH:17]=3)[N:12]=[CH:11][CH:10]=2)[CH:5]=[CH:4][C:3]=1[NH:22][C:23]([NH:25][CH2:26][CH2:27][CH3:28])=[O:24]. The catalyst is CN(C)C=O. The reactants are [Cl:1][C:2]1[CH:7]=[C:6]([O:8][C:9]2[C:18]3[C:13](=[CH:14][C:15]([OH:21])=[C:16]([O:19][CH3:20])[CH:17]=3)[N:12]=[CH:11][CH:10]=2)[CH:5]=[CH:4][C:3]=1[NH:22][C:23]([NH:25][CH2:26][CH2:27][CH3:28])=[O:24].C(=O)([O-])[O-].[K+].[K+].Br[CH2:36][CH2:37][CH2:38][OH:39].O. The yield is 1.00. (8) The reactants are Br[C:2]1[S:6][C:5]([NH:7][C:8]([NH:10][C:11]2[CH:16]=[CH:15][C:14]([CH3:17])=[CH:13][C:12]=2[C:18]([CH:20]2[CH2:24][CH2:23][CH2:22][CH2:21]2)=[O:19])=[O:9])=[N:4][CH:3]=1.[CH3:25][N:26]([CH3:30])[CH2:27][CH2:28][SH:29]. No catalyst specified. The product is [CH:20]1([C:18]([C:12]2[CH:13]=[C:14]([CH3:17])[CH:15]=[CH:16][C:11]=2[NH:10][C:8]([NH:7][C:5]2[S:6][C:2]([S:29][CH2:28][CH2:27][N:26]([CH3:30])[CH3:25])=[CH:3][N:4]=2)=[O:9])=[O:19])[CH2:24][CH2:23][CH2:22][CH2:21]1. The yield is 0.300. (9) The reactants are [C:1]([CH2:3][C:4]1[C:5]([C:10]#[N:11])=[N:6][CH:7]=[CH:8][CH:9]=1)#[N:2].[CH2:12]([Li])CCC.CCCCCC.IC. The catalyst is O1CCCC1.O. The product is [C:1]([CH:3]([C:4]1[C:5]([C:10]#[N:11])=[N:6][CH:7]=[CH:8][CH:9]=1)[CH3:12])#[N:2]. The yield is 0.880.